From a dataset of Peptide-MHC class II binding affinity with 134,281 pairs from IEDB. Regression. Given a peptide amino acid sequence and an MHC pseudo amino acid sequence, predict their binding affinity value. This is MHC class II binding data. (1) The peptide sequence is TPFPHRKGVLFNIQY. The MHC is DRB5_0101 with pseudo-sequence DRB5_0101. The binding affinity (normalized) is 0.328. (2) The MHC is HLA-DQA10301-DQB10302 with pseudo-sequence HLA-DQA10301-DQB10302. The peptide sequence is LSSNDLAKYKANWIE. The binding affinity (normalized) is 0.123. (3) The peptide sequence is GILHNLSDLYALITE. The MHC is DRB1_0901 with pseudo-sequence DRB1_0901. The binding affinity (normalized) is 0.355. (4) The peptide sequence is SGKAFGAMAKKGQED. The MHC is DRB1_1101 with pseudo-sequence DRB1_1101. The binding affinity (normalized) is 0.661. (5) The peptide sequence is SEPGKYTAYEGQRVVF. The MHC is DRB3_0101 with pseudo-sequence DRB3_0101. The binding affinity (normalized) is 0.556. (6) The peptide sequence is RRTEPAAEGVGAASQDL. The MHC is HLA-DPA10301-DPB10402 with pseudo-sequence HLA-DPA10301-DPB10402. The binding affinity (normalized) is 0. (7) The peptide sequence is MGDVAWDFSSAGGFF. The MHC is DRB1_0401 with pseudo-sequence DRB1_0401. The binding affinity (normalized) is 0.460.